From a dataset of Full USPTO retrosynthesis dataset with 1.9M reactions from patents (1976-2016). Predict the reactants needed to synthesize the given product. (1) Given the product [C:22]1([C:20]2[CH:19]=[C:18]([NH:28][C@@H:29]([C:31]3[CH:36]=[CH:35][CH:34]=[CH:33][CH:32]=3)[CH3:30])[N:17]=[C:16]([NH:15][C:12]3[CH:11]=[CH:10][C:9]([C:5]4([CH2:3][C:39]([OH:40])=[O:37])[CH2:8][CH2:7][CH2:6]4)=[CH:14][CH:13]=3)[N:21]=2)[CH:23]=[CH:24][CH:25]=[CH:26][CH:27]=1, predict the reactants needed to synthesize it. The reactants are: CO[C:3]([C:5]1([C:9]2[CH:14]=[CH:13][C:12]([NH:15][C:16]3[N:21]=[C:20]([C:22]4[CH:27]=[CH:26][CH:25]=[CH:24][CH:23]=4)[CH:19]=[C:18]([NH:28][C@@H:29]([C:31]4[CH:36]=[CH:35][CH:34]=[CH:33][CH:32]=4)[CH3:30])[N:17]=3)=[CH:11][CH:10]=2)[CH2:8][CH2:7][CH2:6]1)=O.[OH-:37].[Na+].[CH3:39][OH:40]. (2) Given the product [CH3:19][C:16]([CH3:20])([CH2:17][CH3:18])[CH2:15][C:12]1[N:11]([CH3:21])[C:10]([CH:9]([N:22]([CH3:33])[C:23](=[O:32])[O:24][CH2:25][C:26]2[CH:31]=[CH:30][CH:29]=[CH:28][CH:27]=2)[CH2:8][C:5]2[CH:6]=[CH:7][C:2]([C:35]3[CH:40]=[CH:39][C:38]([F:41])=[CH:37][N:36]=3)=[CH:3][CH:4]=2)=[N:14][CH:13]=1, predict the reactants needed to synthesize it. The reactants are: Br[C:2]1[CH:7]=[CH:6][C:5]([CH2:8][CH:9]([N:22]([CH3:33])[C:23](=[O:32])[O:24][CH2:25][C:26]2[CH:31]=[CH:30][CH:29]=[CH:28][CH:27]=2)[C:10]2[N:11]([CH3:21])[C:12]([CH2:15][C:16]([CH3:20])([CH3:19])[CH2:17][CH3:18])=[CH:13][N:14]=2)=[CH:4][CH:3]=1.Br[C:35]1[CH:40]=[CH:39][C:38]([F:41])=[CH:37][N:36]=1.C[Sn](C)C.C[Sn](C)C. (3) Given the product [Cl:1][C:2]1[CH:7]=[CH:6][C:5]([S:8][CH2:9][C:10]2[CH:18]=[CH:17][CH:16]=[CH:15][C:11]=2[C:12]([NH:40][CH2:38][CH3:37])=[O:14])=[C:4]([NH:19][S:20]([C:23]2[CH:28]=[CH:27][C:26]([Cl:29])=[C:25]([C:30]([F:32])([F:31])[F:33])[CH:24]=2)(=[O:22])=[O:21])[CH:3]=1, predict the reactants needed to synthesize it. The reactants are: [Cl:1][C:2]1[CH:7]=[CH:6][C:5]([S:8][CH2:9][C:10]2[CH:18]=[CH:17][CH:16]=[CH:15][C:11]=2[C:12]([OH:14])=O)=[C:4]([NH:19][S:20]([C:23]2[CH:28]=[CH:27][C:26]([Cl:29])=[C:25]([C:30]([F:33])([F:32])[F:31])[CH:24]=2)(=[O:22])=[O:21])[CH:3]=1.C1C=C[C:37]2N(O)N=[N:40][C:38]=2C=1.C(Cl)CCl.Cl.C(N)C. (4) The reactants are: Br[C:2]1[CH:7]=[CH:6][C:5]([NH:8][C:9]2[N:10]=[C:11]([OH:26])[C:12]3[CH2:18][N:17]([C:19]([O:21][C:22]([CH3:25])([CH3:24])[CH3:23])=[O:20])[CH2:16][CH2:15][C:13]=3[N:14]=2)=[CH:4][CH:3]=1.[CH3:27][N:28]1[CH:32]=[C:31](B2OC(C)(C)C(C)(C)O2)[CH:30]=[N:29]1.C(=O)([O-])[O-].[K+].[K+]. Given the product [OH:26][C:11]1[C:12]2[CH2:18][N:17]([C:19]([O:21][C:22]([CH3:25])([CH3:24])[CH3:23])=[O:20])[CH2:16][CH2:15][C:13]=2[N:14]=[C:9]([NH:8][C:5]2[CH:6]=[CH:7][C:2]([C:31]3[CH:30]=[N:29][N:28]([CH3:27])[CH:32]=3)=[CH:3][CH:4]=2)[N:10]=1, predict the reactants needed to synthesize it. (5) The reactants are: [OH:1][C:2]1[N:10]=[CH:9][CH:8]=[CH:7][C:3]=1[C:4]([OH:6])=[O:5].[Cl:11][S:12](O)(=[O:14])=[O:13]. Given the product [Cl:11][S:12]([C:8]1[CH:9]=[N:10][C:2]([OH:1])=[C:3]([CH:7]=1)[C:4]([OH:6])=[O:5])(=[O:14])=[O:13], predict the reactants needed to synthesize it. (6) Given the product [F:19][C:18]([F:20])([F:21])[C:15]1[CH:14]=[CH:13][C:12]([NH:11][C:4]2[C:5]3[CH2:10][CH2:9][N:8]([C:22]4[CH:27]=[CH:26][CH:25]=[CH:24][CH:23]=4)[CH2:7][C:6]=3[N:1]=[CH:2][N:3]=2)=[CH:17][CH:16]=1, predict the reactants needed to synthesize it. The reactants are: [N:1]1[C:6]2[CH2:7][NH:8][CH2:9][CH2:10][C:5]=2[C:4]([NH:11][C:12]2[CH:17]=[CH:16][C:15]([C:18]([F:21])([F:20])[F:19])=[CH:14][CH:13]=2)=[N:3][CH:2]=1.[C:22]1(B(O)O)[CH:27]=[CH:26][CH:25]=[CH:24][CH:23]=1.C(N(CC)CC)C.